From a dataset of Catalyst prediction with 721,799 reactions and 888 catalyst types from USPTO. Predict which catalyst facilitates the given reaction. (1) Reactant: [CH2:1]([NH:3][C:4](=[O:51])[NH:5][C:6]1[N:11]=[CH:10][C:9]([C:12]2[CH:13]=[C:14]3[C:19](=[CH:20][CH:21]=2)[N:18]([CH2:22][CH:23]2[CH2:27][CH2:26][N:25]([CH2:28][CH2:29][N:30]4[CH2:35][CH2:34][O:33][CH2:32][CH2:31]4)[CH2:24]2)[CH:17]=[C:16]([C:36]([O:38]CC)=[O:37])[C:15]3=[O:41])=[C:8]([C:42]2[S:43][CH:44]=[C:45]([C:47]([F:50])([F:49])[F:48])[N:46]=2)[CH:7]=1)[CH3:2].[OH-].[Na+]. Product: [CH2:1]([NH:3][C:4](=[O:51])[NH:5][C:6]1[N:11]=[CH:10][C:9]([C:12]2[CH:13]=[C:14]3[C:19](=[CH:20][CH:21]=2)[N:18]([CH2:22][CH:23]2[CH2:27][CH2:26][N:25]([CH2:28][CH2:29][N:30]4[CH2:35][CH2:34][O:33][CH2:32][CH2:31]4)[CH2:24]2)[CH:17]=[C:16]([C:36]([OH:38])=[O:37])[C:15]3=[O:41])=[C:8]([C:42]2[S:43][CH:44]=[C:45]([C:47]([F:50])([F:48])[F:49])[N:46]=2)[CH:7]=1)[CH3:2]. The catalyst class is: 111. (2) Reactant: [Br:1][C:2]1[CH:7]=[CH:6][C:5]([C:8]2[CH:12]=[CH:11][S:10][C:9]=2[C:13](O)=[O:14])=[CH:4][C:3]=1[O:16][CH3:17].C(N(CC)CC)C.C1(P([N:39]=[N+:40]=[N-:41])(C2C=CC=CC=2)=O)C=CC=CC=1. Product: [Br:1][C:2]1[CH:7]=[CH:6][C:5]([C:8]2[CH:12]=[CH:11][S:10][C:9]=2[C:13]([N:39]=[N+:40]=[N-:41])=[O:14])=[CH:4][C:3]=1[O:16][CH3:17]. The catalyst class is: 48. (3) Reactant: Br[C:2]1[CH:7]=[CH:6][C:5]([C:8]2[N:12]3[CH:13]=[C:14]([C:17]4[N:24]5[C:20]([O:21][CH:22]=[CH:23]5)=[N:19][C:18]=4[C:25]4[CH:30]=[CH:29][C:28]([F:31])=[CH:27][CH:26]=4)[CH:15]=[CH:16][C:11]3=[N:10][N:9]=2)=[C:4]([F:32])[CH:3]=1.[NH2:33][CH2:34][C:35]([CH3:39])([CH3:38])[CH2:36][OH:37].CN([CH:43]=[O:44])C. Product: [F:32][C:4]1[CH:3]=[C:2]([CH:7]=[CH:6][C:5]=1[C:8]1[N:12]2[CH:13]=[C:14]([C:17]3[N:24]4[C:20]([O:21][CH:22]=[CH:23]4)=[N:19][C:18]=3[C:25]3[CH:30]=[CH:29][C:28]([F:31])=[CH:27][CH:26]=3)[CH:15]=[CH:16][C:11]2=[N:10][N:9]=1)[C:43]([NH:33][CH2:34][C:35]([CH3:39])([CH3:38])[CH2:36][OH:37])=[O:44]. The catalyst class is: 235. (4) Reactant: [C:18]1(P([C:14]2[CH:19]=[CH:18][CH:17]=[CH:16]C=2)[C:18]2[CH:19]=[CH:14]C=[CH:16][CH:17]=2)[CH:19]=[CH:14]C=[CH:16][CH:17]=1.N(C(OCC)=O)=NC(OCC)=O.[Br:32][C:33]1[C:34]([C:38]2[CH:43]=[CH:42][C:41]([F:44])=[CH:40][CH:39]=2)=[N:35][NH:36][CH:37]=1.C1(CCO)CC1. Product: [Br:32][C:33]1[C:34]([C:38]2[CH:39]=[CH:40][C:41]([F:44])=[CH:42][CH:43]=2)=[N:35][N:36]([CH:19]([CH:18]2[CH2:17][CH2:16]2)[CH3:14])[CH:37]=1. The catalyst class is: 207. (5) Reactant: [N+:1]([C:4]1[CH:5]=[C:6]([C:14]2[CH2:15][CH2:16][NH:17][CH2:18][CH:19]=2)[CH:7]=[C:8]([C:10]([F:13])([F:12])[F:11])[CH:9]=1)([O-:3])=[O:2].C(O[C:23]1(O[Si](C)(C)C)[CH2:25][CH2:24]1)C.C([BH3-])#N.[Na+].C(O)(=O)C. Product: [CH:23]1([N:17]2[CH2:16][CH:15]=[C:14]([C:6]3[CH:7]=[C:8]([C:10]([F:11])([F:12])[F:13])[CH:9]=[C:4]([N+:1]([O-:3])=[O:2])[CH:5]=3)[CH2:19][CH2:18]2)[CH2:25][CH2:24]1. The catalyst class is: 8. (6) Reactant: [O:1]1[C:6]2[CH:7]=[CH:8][CH:9]=[CH:10][C:5]=2[N:4]([C:11]([NH:13][CH:14]2[CH:21]3[CH2:22][C:17]4([C:24]([O:26]C)=[O:25])[CH2:18][CH:19]([CH2:23][CH:15]2[CH2:16]4)[CH2:20]3)=[O:12])[CH2:3][CH2:2]1.[OH-].[Na+].Cl. Product: [O:1]1[C:6]2[CH:7]=[CH:8][CH:9]=[CH:10][C:5]=2[N:4]([C:11]([NH:13][CH:14]2[CH:15]3[CH2:16][C:17]4([C:24]([OH:26])=[O:25])[CH2:18][CH:19]([CH2:20][CH:21]2[CH2:22]4)[CH2:23]3)=[O:12])[CH2:3][CH2:2]1. The catalyst class is: 7.